From a dataset of Full USPTO retrosynthesis dataset with 1.9M reactions from patents (1976-2016). Predict the reactants needed to synthesize the given product. (1) The reactants are: [Cl:1][C:2]1[NH:3][C:4]([CH:13]=[O:14])=[C:5]([CH3:12])[C:6]=1[C:7]([O:9]CC)=[O:8].Cl. Given the product [Cl:1][C:2]1[NH:3][C:4]([CH:13]=[O:14])=[C:5]([CH3:12])[C:6]=1[C:7]([OH:9])=[O:8], predict the reactants needed to synthesize it. (2) Given the product [CH2:1]([O:8][C:9]1[C:10]([O:20][CH3:21])=[CH:11][C:12]([C:13]([N:26]2[CH2:27][C@@H:23]([CH3:22])[CH2:24][C@H:25]2[C:28]([OH:30])=[O:29])=[O:15])=[CH:16][C:17]=1[O:18][CH3:19])[C:2]1[CH:3]=[CH:4][CH:5]=[CH:6][CH:7]=1, predict the reactants needed to synthesize it. The reactants are: [CH2:1]([O:8][C:9]1[C:17]([O:18][CH3:19])=[CH:16][C:12]([C:13]([OH:15])=O)=[CH:11][C:10]=1[O:20][CH3:21])[C:2]1[CH:7]=[CH:6][CH:5]=[CH:4][CH:3]=1.[CH3:22][C@@H:23]1[CH2:27][NH:26][C@H:25]([C:28]([OH:30])=[O:29])[CH2:24]1.